The task is: Predict the reactants needed to synthesize the given product.. This data is from Full USPTO retrosynthesis dataset with 1.9M reactions from patents (1976-2016). Given the product [CH2:1]([O:4][CH2:5][CH2:6][O:7][C:8]1[C:12]([C:13]2[CH:14]=[CH:15][C:16]([CH3:19])=[CH:17][CH:18]=2)=[C:11]([NH2:20])[N:10]([CH3:21])[N:9]=1)[CH3:2], predict the reactants needed to synthesize it. The reactants are: [C:1]([O:4][CH2:5][CH2:6][O:7][C:8]1[C:12]([C:13]2[CH:18]=[CH:17][C:16]([CH3:19])=[CH:15][CH:14]=2)=[C:11]([NH2:20])[N:10]([CH2:21]C2C=CC=CC=2)[N:9]=1)(=O)[CH3:2].[H-].[Na+].